Dataset: Forward reaction prediction with 1.9M reactions from USPTO patents (1976-2016). Task: Predict the product of the given reaction. (1) Given the reactants [C:1]([C:3]1[CH:4]=[C:5]([B:9]([OH:11])[OH:10])[CH:6]=[CH:7][CH:8]=1)#[N:2].[CH2:12](O)[CH2:13][OH:14].CCCCCC, predict the reaction product. The product is: [B:9]([O:11][CH2:12][CH2:13][OH:14])([OH:10])[C:5]1[CH:6]=[CH:7][CH:8]=[C:3]([C:1]#[N:2])[CH:4]=1. (2) Given the reactants Cl[CH2:2][CH2:3][C:4]1[C:9](=[O:10])[N:8]2[CH2:11][CH2:12][CH2:13][CH2:14][C:7]2=[N:6][C:5]=1[CH3:15].[NH:16]1[CH2:21][CH2:20][CH:19]([C:22]2[C:26]3[CH:27]=[CH:28][C:29]([OH:31])=[CH:30][C:25]=3[O:24][N:23]=2)[CH2:18][CH2:17]1.C(=O)([O-])[O-].[Na+].[Na+].[I-].[K+], predict the reaction product. The product is: [OH:31][C:29]1[CH:28]=[CH:27][C:26]2[C:22]([CH:19]3[CH2:18][CH2:17][N:16]([CH2:2][CH2:3][C:4]4[C:9](=[O:10])[N:8]5[CH2:11][CH2:12][CH2:13][CH2:14][C:7]5=[N:6][C:5]=4[CH3:15])[CH2:21][CH2:20]3)=[N:23][O:24][C:25]=2[CH:30]=1. (3) Given the reactants [CH3:1][C:2]([CH2:7][CH2:8][CH:9]=[C:10]([CH3:17])[CH2:11][CH2:12][CH:13]=[C:14]([CH3:16])[CH3:15])=[CH:3][C:4](Cl)=[O:5].[OH:18][CH2:19][CH:20]([CH2:22][OH:23])[OH:21].N1C=CC=CC=1, predict the reaction product. The product is: [CH3:1][C:2]([CH2:7][CH2:8][CH:9]=[C:10]([CH3:17])[CH2:11][CH2:12][CH:13]=[C:14]([CH3:16])[CH3:15])=[CH:3][C:4]([O:18][CH2:19][CH:20]([CH2:22][OH:23])[OH:21])=[O:5]. (4) Given the reactants [CH2:1]([O:3][C:4]1[CH:9]=[C:8]([O:10][CH3:11])[CH:7]=[CH:6][C:5]=1[C:12]1[NH:17][C:16](=[O:18])[C:15]2=[C:19]([CH3:25])[N:20]=[C:21]([CH2:22][CH2:23][CH3:24])[N:14]2[N:13]=1)[CH3:2].[Cl:26][S:27](O)(=[O:29])=[O:28], predict the reaction product. The product is: [CH2:1]([O:3][C:4]1[C:5]([C:12]2[NH:17][C:16](=[O:18])[C:15]3=[C:19]([CH3:25])[N:20]=[C:21]([CH2:22][CH2:23][CH3:24])[N:14]3[N:13]=2)=[CH:6][C:7]([S:27]([Cl:26])(=[O:29])=[O:28])=[C:8]([O:10][CH3:11])[CH:9]=1)[CH3:2]. (5) Given the reactants [CH3:1][O:2][C:3]1[CH:8]=[CH:7][C:6]([N:9]2[CH2:14][CH2:13][N:12]([C:15]([O:17][C:18]([CH3:21])([CH3:20])[CH3:19])=[O:16])[CH2:11][CH2:10]2)=[CH:5][C:4]=1[N+:22]([O-])=O, predict the reaction product. The product is: [NH2:22][C:4]1[CH:5]=[C:6]([N:9]2[CH2:14][CH2:13][N:12]([C:15]([O:17][C:18]([CH3:21])([CH3:20])[CH3:19])=[O:16])[CH2:11][CH2:10]2)[CH:7]=[CH:8][C:3]=1[O:2][CH3:1]. (6) Given the reactants [F:1][C:2]([F:41])([F:40])[C:3]1[CH:4]=[C:5]([C:13]([CH3:39])([CH3:38])[C:14]([N:16]([CH3:37])[C:17]2[CH:18]=[N:19][C:20]([N:31]3[CH2:36][CH2:35]S[CH2:33][CH2:32]3)=[CH:21][C:22]=2[C:23]2[CH:28]=[CH:27][C:26]([F:29])=[CH:25][C:24]=2[CH3:30])=[O:15])[CH:6]=[C:7]([C:9]([F:12])([F:11])[F:10])[CH:8]=1.O[O:43][S:44]([O-:46])=O.[K+].S([O-])(O)=O.[Na+].C(=O)([O-])[O-].[Na+].[Na+], predict the reaction product. The product is: [F:12][C:9]([F:10])([F:11])[C:7]1[CH:6]=[C:5]([C:13]([CH3:39])([CH3:38])[C:14]([N:16]([C:17]2[CH:18]=[N:19][C:20]([N:31]3[CH2:32][CH2:33][S:44](=[O:46])(=[O:43])[CH2:35][CH2:36]3)=[CH:21][C:22]=2[C:23]2[CH:28]=[CH:27][C:26]([F:29])=[CH:25][C:24]=2[CH3:30])[CH3:37])=[O:15])[CH:4]=[C:3]([C:2]([F:40])([F:41])[F:1])[CH:8]=1. (7) The product is: [CH:1]([N:3]1[CH2:9][C:8]2[CH:10]=[CH:11][C:12]([C:14]([NH:26][OH:24])=[O:15])=[CH:13][C:7]=2[O:6][C@@H:5]([C:18]2[CH:23]=[CH:22][CH:21]=[CH:20][CH:19]=2)[CH2:4]1)=[O:2]. Given the reactants [CH:1]([N:3]1[CH2:9][C:8]2[CH:10]=[CH:11][C:12]([C:14](OC)=[O:15])=[CH:13][C:7]=2[O:6][C@@H:5]([C:18]2[CH:23]=[CH:22][CH:21]=[CH:20][CH:19]=2)[CH2:4]1)=[O:2].[OH-:24].[Na+].[NH2:26]O, predict the reaction product. (8) Given the reactants Br[C:2]1[C:3](=[O:11])[N:4]([CH3:10])[C:5]([S:8][CH3:9])=[N:6][CH:7]=1.[CH3:12][C:13]1[CH:18]=[C:17]([CH3:19])[CH:16]=[CH:15][C:14]=1B(O)O.C(=O)([O-])[O-].[K+].[K+].O, predict the reaction product. The product is: [CH3:12][C:13]1[CH:18]=[C:17]([CH3:19])[CH:16]=[CH:15][C:14]=1[C:2]1[C:3](=[O:11])[N:4]([CH3:10])[C:5]([S:8][CH3:9])=[N:6][CH:7]=1. (9) Given the reactants [C:1](Cl)(=[O:4])[CH2:2][CH3:3].[CH:6]1([N:10]2[CH2:16][CH2:15][C:14]3[CH:17]=[C:18]([CH2:21][C:22]4([OH:28])[CH2:27][CH2:26][NH:25][CH2:24][CH2:23]4)[CH:19]=[CH:20][C:13]=3[CH2:12][CH2:11]2)[CH2:9][CH2:8][CH2:7]1.C(N(CC)CC)C, predict the reaction product. The product is: [CH:6]1([N:10]2[CH2:16][CH2:15][C:14]3[CH:17]=[C:18]([CH2:21][C:22]4([OH:28])[CH2:27][CH2:26][N:25]([C:1](=[O:4])[CH2:2][CH3:3])[CH2:24][CH2:23]4)[CH:19]=[CH:20][C:13]=3[CH2:12][CH2:11]2)[CH2:9][CH2:8][CH2:7]1.